From a dataset of Reaction yield outcomes from USPTO patents with 853,638 reactions. Predict the reaction yield, written as a fraction of the theoretical maximum amount of product (1.0 means a 100% yield; for example, 0.34 means a 34% yield). (1) The catalyst is C1COCC1. The reactants are [Li]C(CC)C.CN(CCN(C)C)C.[CH3:14][O:15][C:16]1[CH:17]=[C:18]([C:22]([N:24]2[CH2:28][CH2:27][CH2:26][CH2:25]2)=[O:23])[CH:19]=[CH:20][CH:21]=1.[Li].[B:30](OC)([O:33]C)[O:31]C. The product is [CH3:14][O:15][C:16]1[CH:21]=[CH:20][CH:19]=[C:18]([C:22]([N:24]2[CH2:28][CH2:27][CH2:26][CH2:25]2)=[O:23])[C:17]=1[B:30]([OH:33])[OH:31]. The yield is 0.280. (2) The reactants are [CH3:1][O:2][CH2:3][CH2:4][O:5][C:6]1[CH:7]=[C:8]2[C:12](=[C:13]([N:15]([CH3:25])[S:16]([C:19]3[CH:24]=[CH:23][CH:22]=[CH:21][N:20]=3)(=[O:18])=[O:17])[CH:14]=1)[NH:11][C:10]([C:26](O)=[O:27])=[CH:9]2.[CH2:29]([S:36][C:37]1([CH2:43][NH2:44])[CH2:42][CH2:41][S:40][CH2:39][CH2:38]1)[C:30]1[CH:35]=[CH:34][CH:33]=[CH:32][CH:31]=1.N1(O)C2C=CC=CC=2N=N1.Cl.CN(C)CCCN=C=NCC. The catalyst is CN(C)C=O. The product is [CH2:29]([S:36][C:37]1([CH2:43][NH:44][C:26]([C:10]2[NH:11][C:12]3[C:8]([CH:9]=2)=[CH:7][C:6]([O:5][CH2:4][CH2:3][O:2][CH3:1])=[CH:14][C:13]=3[N:15]([CH3:25])[S:16]([C:19]2[CH:24]=[CH:23][CH:22]=[CH:21][N:20]=2)(=[O:17])=[O:18])=[O:27])[CH2:42][CH2:41][S:40][CH2:39][CH2:38]1)[C:30]1[CH:31]=[CH:32][CH:33]=[CH:34][CH:35]=1. The yield is 0.770. (3) The reactants are [Cl:1][C:2]1[S:6][C:5]([S:7](Cl)(=[O:9])=[O:8])=[CH:4][CH:3]=1.[NH2:11][CH:12]([CH:17]1[CH2:22][CH:21]2[CH:19]([C:20]2([F:24])[F:23])[CH2:18]1)[C:13]([O:15][CH3:16])=[O:14].C(N(CC)CC)C.CCOC(C)=O.CCCCCC. The catalyst is C(Cl)Cl. The product is [Cl:1][C:2]1[S:6][C:5]([S:7]([NH:11][CH:12]([CH:17]2[CH2:18][CH:19]3[CH:21]([C:20]3([F:23])[F:24])[CH2:22]2)[C:13]([O:15][CH3:16])=[O:14])(=[O:9])=[O:8])=[CH:4][CH:3]=1. The yield is 0.122. (4) The reactants are Cl.[CH3:2][C@@H:3]1[CH2:8][CH2:7][NH:6][CH2:5][C@@H:4]1[C:9]1[N:13]2[C:14]3[CH:20]=[CH:19][NH:18][C:15]=3[N:16]=[CH:17][C:12]2=[CH:11][N:10]=1.CCN(C(C)C)C(C)C.[F:30][C:31]1[CH:36]=[C:35]([F:37])[CH:34]=[CH:33][C:32]=1[N:38]=[C:39]=[O:40]. The catalyst is C(Cl)Cl. The product is [F:30][C:31]1[CH:36]=[C:35]([F:37])[CH:34]=[CH:33][C:32]=1[NH:38][C:39]([N:6]1[CH2:7][CH2:8][C@@H:3]([CH3:2])[C@@H:4]([C:9]2[N:13]3[C:14]4[CH:20]=[CH:19][NH:18][C:15]=4[N:16]=[CH:17][C:12]3=[CH:11][N:10]=2)[CH2:5]1)=[O:40]. The yield is 0.200. (5) The reactants are Br[C:2]1[S:6][C:5]([NH:7][C:8]([NH:10][C:11]2[C:16]([Cl:17])=[CH:15][CH:14]=[CH:13][C:12]=2[Cl:18])=[O:9])=[C:4]([C:19]([O:21][C:22]([CH3:25])([CH3:24])[CH3:23])=[O:20])[CH:3]=1.[N:26]1[CH:31]=[CH:30][CH:29]=[C:28](B(O)O)[CH:27]=1.C([O-])([O-])=O.[Na+].[Na+]. The catalyst is COCCOC.Cl[Pd](Cl)([P](C1C=CC=CC=1)(C1C=CC=CC=1)C1C=CC=CC=1)[P](C1C=CC=CC=1)(C1C=CC=CC=1)C1C=CC=CC=1. The product is [Cl:18][C:12]1[CH:13]=[CH:14][CH:15]=[C:16]([Cl:17])[C:11]=1[NH:10][C:8]([NH:7][C:5]1[S:6][C:2]([C:28]2[CH:27]=[N:26][CH:31]=[CH:30][CH:29]=2)=[CH:3][C:4]=1[C:19]([O:21][C:22]([CH3:25])([CH3:24])[CH3:23])=[O:20])=[O:9]. The yield is 0.430. (6) The reactants are C[O-].[Na+].[P:4]([O-:11])([O:8][CH2:9]C)[O:5][CH2:6]C.[CH:12]([C:14]1[CH:22]=[CH:21][CH:20]=[CH:19][C:15]=1[C:16]([OH:18])=[O:17])=O.CS(O)(=O)=O. The yield is 0.900. The product is [O:17]=[C:16]1[C:15]2[C:14](=[CH:22][CH:21]=[CH:20][CH:19]=2)[CH:12]([P:4](=[O:11])([O:8][CH3:9])[O:5][CH3:6])[O:18]1. The catalyst is CO. (7) The yield is 0.950. The catalyst is CN(C=O)C.O. The reactants are [CH2:1]([O:8][C:9](=[O:17])[NH:10][C@H:11]([CH3:16])[CH2:12][CH2:13][CH:14]=[CH2:15])[C:2]1[CH:7]=[CH:6][CH:5]=[CH:4][CH:3]=1.[H-].[Na+].[CH2:20](Br)[CH:21]=[CH2:22].Cl. The product is [CH2:1]([O:8][C:9](=[O:17])[N:10]([CH2:22][CH:21]=[CH2:20])[C@H:11]([CH3:16])[CH2:12][CH2:13][CH:14]=[CH2:15])[C:2]1[CH:7]=[CH:6][CH:5]=[CH:4][CH:3]=1. (8) The reactants are C(OC(=O)[NH:7][C:8]1[CH:13]=[CH:12][C:11]([OH:14])=[C:10]([C:15]2[O:19][N:18]=[C:17]([C:20]3[C:25]([CH3:26])=[CH:24][CH:23]=[CH:22][N:21]=3)[N:16]=2)[CH:9]=1)(C)(C)C.C(O)(C(F)(F)F)=O. No catalyst specified. The product is [NH2:7][C:8]1[CH:13]=[CH:12][C:11]([OH:14])=[C:10]([C:15]2[O:19][N:18]=[C:17]([C:20]3[C:25]([CH3:26])=[CH:24][CH:23]=[CH:22][N:21]=3)[N:16]=2)[CH:9]=1. The yield is 1.00. (9) The reactants are [Cl:1][C:2]1[CH:10]=[CH:9][C:5]2[O:6][CH2:7][O:8][C:4]=2[C:3]=1[NH:11][C:12]1[CH:17]=[CH:16][N:15]=[C:14]([NH:18][C:19]2[CH:20]=[C:21]([CH:25]=[CH:26][CH:27]=2)[C:22](O)=[O:23])[N:13]=1.S(Cl)([Cl:30])=O. The catalyst is CN(C=O)C. The product is [Cl:1][C:2]1[CH:10]=[CH:9][C:5]2[O:6][CH2:7][O:8][C:4]=2[C:3]=1[NH:11][C:12]1[CH:17]=[CH:16][N:15]=[C:14]([NH:18][C:19]2[CH:20]=[C:21]([CH:25]=[CH:26][CH:27]=2)[C:22]([Cl:30])=[O:23])[N:13]=1. The yield is 0.980. (10) The reactants are Cl.[N:2]1[C:7]2[CH2:8][NH:9][CH2:10][C:6]=2[CH:5]=[N:4][CH:3]=1.C[Al](C)C.C[Al](C)C.C1N2CCN(CC2)C1.[CH3:27][N:28]([C:45]1[CH:50]=[CH:49][CH:48]=[CH:47][CH:46]=1)[C:29]1[N:34]=[C:33]([NH2:35])[N:32]=[C:31]([C:36]2[N:40]=[C:39](C(Cl)(Cl)Cl)[O:38][N:37]=2)[N:30]=1. The catalyst is C1COCC1. The product is [CH3:27][N:28]([C:45]1[CH:46]=[CH:47][CH:48]=[CH:49][CH:50]=1)[C:29]1[N:34]=[C:33]([NH2:35])[N:32]=[C:31]([C:36]2[N:40]=[C:39]([N:9]3[CH2:10][C:6]4[CH:5]=[N:4][CH:3]=[N:2][C:7]=4[CH2:8]3)[O:38][N:37]=2)[N:30]=1. The yield is 0.0800.